This data is from Full USPTO retrosynthesis dataset with 1.9M reactions from patents (1976-2016). The task is: Predict the reactants needed to synthesize the given product. (1) Given the product [CH3:1][C:2]1([CH3:32])[C:6]([CH3:8])([CH3:7])[O:5][B:4]([C:9]2[CH:22]=[CH:21][C:20]3[C:19]4[C:14](=[CH:15][C:16]([B:23]5[O:27][C:26]([CH3:29])([CH3:28])[C:25]([CH3:30])([CH3:31])[O:24]5)=[CH:17][CH:18]=4)[CH2:12][C:11]=3[CH:10]=2)[O:3]1, predict the reactants needed to synthesize it. The reactants are: [CH3:1][C:2]1([CH3:32])[C:6]([CH3:8])([CH3:7])[O:5][B:4]([C:9]2[CH:22]=[CH:21][C:20]3[C:19]4[C:14](=[CH:15][C:16]([B:23]5[O:27][C:26]([CH3:29])([CH3:28])[C:25]([CH3:31])([CH3:30])[O:24]5)=[CH:17][CH:18]=4)C[CH2:12][C:11]=3[CH:10]=2)[O:3]1.BrC1C=CC2C3C(=CC(Br)=CC=3)CC=2C=1. (2) Given the product [CH:16]1[C:17]2[C:12](=[CH:11][CH:10]=[CH:19][CH:18]=2)[CH:13]=[CH:14][N:15]=1, predict the reactants needed to synthesize it. The reactants are: OC(C(F)(F)F)=O.CO[C:10]1[CH:11]=[C:12]2[C:17](=[CH:18][CH:19]=1)[C:16](=O)[NH:15][C:14](C1C=CC=CN=1)=[CH:13]2.O=P(Cl)(Cl)Cl. (3) Given the product [ClH:49].[ClH:49].[CH:5]1([CH2:8][NH:9][C:42]([C:41]2[N:40]=[CH:39][N:34]3[C:35]4[C:30](=[C:29]([CH2:28][CH2:27][N:24]5[CH2:23][CH2:22][CH:21]([C:17]6[CH:16]=[CH:15][CH:14]=[C:13]7[C:18]=6[CH:19]=[CH:20][C:11]([CH3:10])=[N:12]7)[CH2:26][CH2:25]5)[CH:38]=[CH:37][CH:36]=4)[CH:31]=[CH:32][C:33]=23)=[O:43])[CH2:7][CH2:6]1, predict the reactants needed to synthesize it. The reactants are: C[Al](C)C.[CH:5]1([CH2:8][NH2:9])[CH2:7][CH2:6]1.[CH3:10][C:11]1[CH:20]=[CH:19][C:18]2[C:13](=[CH:14][CH:15]=[CH:16][C:17]=2[CH:21]2[CH2:26][CH2:25][N:24]([CH2:27][CH2:28][C:29]3[CH:38]=[CH:37][CH:36]=[C:35]4[C:30]=3[CH:31]=[CH:32][C:33]3[N:34]4[CH:39]=[N:40][C:41]=3[C:42](OCC)=[O:43])[CH2:23][CH2:22]2)[N:12]=1.[OH-].[Na+].[ClH:49]. (4) Given the product [C:5]1([N:10]2[CH2:11][CH2:12][NH:13][CH2:14][CH2:15]2)[C:4]2[C:9](=[CH:28][C:29]3[C:3]([CH:1]=2)=[CH:19][CH:18]=[CH:17][CH:16]=3)[CH:8]=[CH:7][CH:6]=1, predict the reactants needed to synthesize it. The reactants are: [CH:1]([C:4]1[CH:9]=[CH:8][CH:7]=[CH:6][C:5]=1[N:10]1[CH2:15][CH2:14][NH:13][CH2:12][CH2:11]1)([CH3:3])C.[C:16]1(N)[C:29]2[C:28](=[CH:29][C:16]3C([CH:28]=2)=C[CH:19]=[CH:18][CH:17]=3)[CH:19]=[CH:18][CH:17]=1.C(C1C=CC=CC=1N)(C)C.[K+].[Br-]. (5) Given the product [CH:12]([C@@H:13]1[CH2:17][CH2:16][CH2:15][N:14]1[C:18]([O:20][C:21]([CH3:24])([CH3:23])[CH3:22])=[O:19])=[O:11], predict the reactants needed to synthesize it. The reactants are: C(Cl)(=O)C(Cl)=O.CS(C)=O.[OH:11][CH2:12][C@@H:13]1[CH2:17][CH2:16][CH2:15][N:14]1[C:18]([O:20][C:21]([CH3:24])([CH3:23])[CH3:22])=[O:19].CCN(CC)CC. (6) Given the product [C:1]([NH:4][C:5]1[CH:10]=[C:9]([C:11]2[N:12]([CH2:28][O:29][CH2:30][CH2:31][Si:32]([CH3:33])([CH3:35])[CH3:34])[C:13]([C:24]([OH:26])=[O:25])=[C:14]([C:16]3[CH:21]=[CH:20][C:19]([Cl:22])=[CH:18][C:17]=3[Cl:23])[N:15]=2)[CH:8]=[CH:7][N:6]=1)(=[O:3])[CH3:2], predict the reactants needed to synthesize it. The reactants are: [C:1]([NH:4][C:5]1[CH:10]=[C:9]([C:11]2[N:12]([CH2:28][O:29][CH2:30][CH2:31][Si:32]([CH3:35])([CH3:34])[CH3:33])[C:13]([C:24]([O:26]C)=[O:25])=[C:14]([C:16]3[CH:21]=[CH:20][C:19]([Cl:22])=[CH:18][C:17]=3[Cl:23])[N:15]=2)[CH:8]=[CH:7][N:6]=1)(=[O:3])[CH3:2].[OH-].[Na+].